Dataset: Forward reaction prediction with 1.9M reactions from USPTO patents (1976-2016). Task: Predict the product of the given reaction. (1) Given the reactants [O:1]=[C:2]1[CH2:11][C:10]2[C:5]3=[C:6]([N:12]([CH2:14][C:15]([O:17]CC)=[O:16])[CH:13]=[C:4]3[NH:3]1)[CH:7]=[CH:8][CH:9]=2.[OH-].[Li+:21].Cl, predict the reaction product. The product is: [O:1]=[C:2]1[CH2:11][C:10]2[C:5]3=[C:6]([N:12]([CH2:14][C:15]([O-:17])=[O:16])[CH:13]=[C:4]3[NH:3]1)[CH:7]=[CH:8][CH:9]=2.[Li+:21]. (2) Given the reactants [CH3:1][C@H:2]1[C@H:11]([CH3:12])[C@@H:10]([NH:13][C:14](=[O:23])[O:15][CH2:16][C:17]2[CH:22]=[CH:21][CH:20]=[CH:19][CH:18]=2)[C:9]2[C:4](=[CH:5][CH:6]=[C:7]([N:24]3[CH2:29][CH2:28][O:27][CH2:26][CH2:25]3)[CH:8]=2)[NH:3]1.N1C=CC=CC=1.[C:36](Cl)(=[O:38])[CH3:37], predict the reaction product. The product is: [C:36]([N:3]1[C:4]2[C:9](=[CH:8][C:7]([N:24]3[CH2:25][CH2:26][O:27][CH2:28][CH2:29]3)=[CH:6][CH:5]=2)[C@H:10]([NH:13][C:14](=[O:23])[O:15][CH2:16][C:17]2[CH:22]=[CH:21][CH:20]=[CH:19][CH:18]=2)[C@@H:11]([CH3:12])[C@@H:2]1[CH3:1])(=[O:38])[CH3:37]. (3) Given the reactants [C:1]([N:5]1[C:9]([C:10]2[CH:15]=[CH:14][C:13]([O:16][CH3:17])=[CH:12][CH:11]=2)=[C:8]([C:18]2[S:19][CH:20]=[C:21]([CH2:23][OH:24])[N:22]=2)[CH:7]=[N:6]1)([CH3:4])([CH3:3])[CH3:2].O, predict the reaction product. The product is: [C:1]([N:5]1[C:9]([C:10]2[CH:11]=[CH:12][C:13]([O:16][CH3:17])=[CH:14][CH:15]=2)=[C:8]([C:18]2[S:19][CH:20]=[C:21]([CH:23]=[O:24])[N:22]=2)[CH:7]=[N:6]1)([CH3:3])([CH3:4])[CH3:2].